The task is: Predict the reactants needed to synthesize the given product.. This data is from Full USPTO retrosynthesis dataset with 1.9M reactions from patents (1976-2016). (1) Given the product [CH3:1][O:2][C:3]1[C:4]([C:25]([N:27]2[CH2:31][CH2:30][S:29][C:28]2=[S:32])=[O:26])=[CH:5][C:6]([C:17]([NH:19][CH3:20])=[O:18])=[CH:7][C:8]=1[C:9]([N:11]1[CH2:15][CH2:14][S:13][C:12]1=[S:16])=[O:10], predict the reactants needed to synthesize it. The reactants are: [CH3:1][O:2][C:3]1[C:8]([C:9]([N:11]2[CH2:15][CH2:14][S:13][C:12]2=[S:16])=[O:10])=[CH:7][C:6]([C:17]([N:19]2CCS[C:20]2=S)=[O:18])=[CH:5][C:4]=1[C:25]([N:27]1[CH2:31][CH2:30][S:29][C:28]1=[S:32])=[O:26].CN.C(O)(C)C.CO. (2) Given the product [Cl:13][C:14]1[C:19]([F:20])=[C:18]([Cl:21])[CH:17]=[CH:16][C:15]=1[C:22]([N:24]1[CH2:29][CH2:28][N:27]2[C:38]([C:33]3[C:32]([OH:31])=[CH:37][CH:36]=[CH:35][N:34]=3)=[N:40][N:41]=[C:26]2[CH2:25]1)=[O:23], predict the reactants needed to synthesize it. The reactants are: F[B-](F)(F)F.C([O+](CC)CC)C.[Cl:13][C:14]1[C:19]([F:20])=[C:18]([Cl:21])[CH:17]=[CH:16][C:15]=1[C:22]([N:24]1[CH2:29][CH2:28][NH:27][C:26](=O)[CH2:25]1)=[O:23].[OH:31][C:32]1[C:33]([C:38]([NH:40][NH2:41])=O)=[N:34][CH:35]=[CH:36][CH:37]=1. (3) Given the product [C:26]1([C:24]2[S:25][C:4]3[C:3]([C:1]([NH2:2])=[O:33])=[CH:8][N:7]=[C:6]([NH:9][C@H:10]4[CH2:15][CH2:14][CH2:13][NH:12][CH2:11]4)[C:5]=3[N:23]=2)[CH:31]=[CH:30][CH:29]=[CH:28][CH:27]=1, predict the reactants needed to synthesize it. The reactants are: [C:1]([C:3]1[C:4]2[S:25][C:24]([C:26]3[CH:31]=[CH:30][CH:29]=[CH:28][CH:27]=3)=[N:23][C:5]=2[C:6]([NH:9][C@H:10]2[CH2:15][CH2:14][CH2:13][N:12](C(OC(C)(C)C)=O)[CH2:11]2)=[N:7][CH:8]=1)#[N:2].Cl.[OH-:33].[Na+].